This data is from Forward reaction prediction with 1.9M reactions from USPTO patents (1976-2016). The task is: Predict the product of the given reaction. (1) Given the reactants O=[C:2]1[CH2:7][CH2:6][N:5]([C:8]2[CH:21]=[CH:20][C:11]([CH:12]=[C:13]3[S:17][C:16](=[O:18])[NH:15][C:14]3=[O:19])=[CH:10][CH:9]=2)[CH2:4][CH2:3]1.[OH:22][C@@H:23]([CH2:36][NH2:37])[CH2:24][O:25][C:26]1[C:34]2[NH:33][C:32](=[O:35])[NH:31][C:30]=2[CH:29]=[CH:28][CH:27]=1, predict the reaction product. The product is: [OH:22][C@H:23]([CH2:24][O:25][C:26]1[C:34]2[NH:33][C:32](=[O:35])[NH:31][C:30]=2[CH:29]=[CH:28][CH:27]=1)[CH2:36][NH:37][CH:2]1[CH2:7][CH2:6][N:5]([C:8]2[CH:21]=[CH:20][C:11]([CH:12]=[C:13]3[S:17][C:16](=[O:18])[NH:15][C:14]3=[O:19])=[CH:10][CH:9]=2)[CH2:4][CH2:3]1. (2) Given the reactants [C:1]([O:5][C:6](=[O:9])[CH2:7][NH2:8])([CH3:4])([CH3:3])[CH3:2].[CH:10]1([CH2:15][CH:16]=O)[CH2:14][CH2:13][CH2:12][CH2:11]1, predict the reaction product. The product is: [C:1]([O:5][C:6](=[O:9])[CH2:7]/[N:8]=[CH:16]/[CH2:15][CH:10]1[CH2:14][CH2:13][CH2:12][CH2:11]1)([CH3:4])([CH3:3])[CH3:2]. (3) Given the reactants [NH2:1][C:2]1[CH:3]=[CH:4][C:5]([N:9]2[CH2:14][CH2:13][NH:12][C:11](=[O:15])[CH2:10]2)=[N:6][C:7]=1[NH2:8].[CH2:16]([O:23][C:24]1[CH:31]=[CH:30][C:27]([CH:28]=O)=[CH:26][CH:25]=1)[C:17]1[CH:22]=[CH:21][CH:20]=[CH:19][CH:18]=1.C(OI(C1C=CC=CC=1)OC(=O)C)(=O)C, predict the reaction product. The product is: [CH2:16]([O:23][C:24]1[CH:25]=[CH:26][C:27]([C:28]2[NH:8][C:7]3=[N:6][C:5]([N:9]4[CH2:14][CH2:13][NH:12][C:11](=[O:15])[CH2:10]4)=[CH:4][CH:3]=[C:2]3[N:1]=2)=[CH:30][CH:31]=1)[C:17]1[CH:18]=[CH:19][CH:20]=[CH:21][CH:22]=1. (4) Given the reactants [N+:1]([C:4]1[CH:13]=[CH:12][CH:11]=[C:10]2[C:5]=1[CH:6]=[CH:7][N:8]([CH2:15][CH:16]1[CH2:19][N:18]([C:20]([O:22][C:23]([CH3:26])([CH3:25])[CH3:24])=[O:21])[CH2:17]1)[C:9]2=[O:14])([O-])=O.CO, predict the reaction product. The product is: [C:23]([O:22][C:20]([N:18]1[CH2:19][CH:16]([CH2:15][N:8]2[CH:7]=[CH:6][C:5]3[C:10](=[CH:11][CH:12]=[CH:13][C:4]=3[NH2:1])[C:9]2=[O:14])[CH2:17]1)=[O:21])([CH3:26])([CH3:24])[CH3:25]. (5) The product is: [O:1]1[C:5]2[CH:6]=[CH:7][C:8]([C:10]3[S:11][CH:12]=[C:13]([C:15]([NH:25][C:23]4[NH:24][C:20]([S:19][CH3:18])=[N:21][N:22]=4)=[O:17])[N:14]=3)=[CH:9][C:4]=2[CH2:3][CH2:2]1. Given the reactants [O:1]1[C:5]2[CH:6]=[CH:7][C:8]([C:10]3[S:11][CH:12]=[C:13]([C:15]([OH:17])=O)[N:14]=3)=[CH:9][C:4]=2[CH2:3][CH2:2]1.[CH3:18][S:19][C:20]1[N:24]=[C:23]([NH2:25])[NH:22][N:21]=1.N1C=CC=CC=1, predict the reaction product.